Dataset: Forward reaction prediction with 1.9M reactions from USPTO patents (1976-2016). Task: Predict the product of the given reaction. (1) Given the reactants [C:1](OCC)(=O)[CH2:2][C:3]([CH3:5])=[O:4].[CH2:10]([C:12](=[CH:15][CH2:16][CH2:17][CH3:18])[CH:13]=O)[CH3:11], predict the reaction product. The product is: [CH2:10]([CH:12]1[CH:15]([CH2:16][CH2:17][CH3:18])[CH2:5][C:3](=[O:4])[C:2]([CH3:1])=[CH:13]1)[CH3:11]. (2) Given the reactants [N:1]([CH2:4][C:5]1[CH:10]=[CH:9][CH:8]=[C:7]([O:11][CH2:12][C:13]([F:16])([F:15])[F:14])[N:6]=1)=[N+]=[N-], predict the reaction product. The product is: [F:16][C:13]([F:14])([F:15])[CH2:12][O:11][C:7]1[N:6]=[C:5]([CH2:4][NH2:1])[CH:10]=[CH:9][CH:8]=1. (3) The product is: [Si:1]([O:8][CH3:9])([O:6][CH3:7])([O:4][CH3:5])[O:2][CH3:3].[CH2:10]([OH:12])[CH3:11]. Given the reactants [Si:1]([O:8][CH3:9])([O:6][CH3:7])([O:4][CH3:5])[O:2][CH3:3].[CH2:10]([OH:12])[CH3:11], predict the reaction product. (4) The product is: [Cl:31][C:28]1[CH:29]=[CH:30][C:25]([CH:10]2[C:5]3[N:6]([CH:7]([CH3:9])[CH3:8])[C:2]([C:35]4[CH2:36][CH2:37][O:32][CH2:33][CH:34]=4)=[N:3][C:4]=3[C:12](=[O:13])[N:11]2[C:14]2[N:19]=[C:18]3[N:20]([CH3:23])[N:21]=[N:22][C:17]3=[C:16]([CH3:24])[CH:15]=2)=[CH:26][CH:27]=1. Given the reactants Br[C:2]1[N:6]([CH:7]([CH3:9])[CH3:8])[C:5]2[CH:10]([C:25]3[CH:30]=[CH:29][C:28]([Cl:31])=[CH:27][CH:26]=3)[N:11]([C:14]3[N:19]=[C:18]4[N:20]([CH3:23])[N:21]=[N:22][C:17]4=[C:16]([CH3:24])[CH:15]=3)[C:12](=[O:13])[C:4]=2[N:3]=1.[O:32]1[CH2:37][CH:36]=[C:35](B2OC(C)(C)C(C)(C)O2)[CH2:34][CH2:33]1, predict the reaction product. (5) The product is: [CH3:1][N:2]1[CH:6]=[C:5]([C:7]2[N:12]=[C:11]3[N:13]([CH2:16][C@@H:17]4[CH2:18][N:19]([C:23]5[N:24]=[CH:25][C:26]([OH:38])=[CH:27][N:28]=5)[CH2:20][CH2:21][O:22]4)[N:14]=[N:15][C:10]3=[N:9][CH:8]=2)[CH:4]=[N:3]1. Given the reactants [CH3:1][N:2]1[CH:6]=[C:5]([C:7]2[N:12]=[C:11]3[N:13]([CH2:16][C@H:17]4[O:22][CH2:21][CH2:20][N:19]([C:23]5[N:28]=[CH:27][C:26](B6OC(C)(C)C(C)(C)O6)=[CH:25][N:24]=5)[CH2:18]4)[N:14]=[N:15][C:10]3=[N:9][CH:8]=2)[CH:4]=[N:3]1.[OH2:38], predict the reaction product. (6) Given the reactants [OH:1][CH:2]([CH3:6])[C:3](=O)[CH3:4].[C:7]1([CH2:13][NH2:14])[CH:12]=[CH:11][CH:10]=[CH:9][CH:8]=1.C(O)(=O)C.C(O[BH-](OC(=O)C)OC(=O)C)(=O)C.[Na+].C([O-])(O)=O.[Na+], predict the reaction product. The product is: [C:7]1([CH2:13][NH:14][CH:3]([CH3:4])[CH:2]([OH:1])[CH3:6])[CH:12]=[CH:11][CH:10]=[CH:9][CH:8]=1. (7) Given the reactants [O:1]1[C:6]2[CH:7]=[CH:8][C:9]([NH2:11])=[CH:10][C:5]=2[O:4][CH2:3][CH2:2]1.Cl[C:13]1[N:18]=[C:17]([N:19]2[CH2:24][CH2:23][CH2:22][C@H:21]([C:25]([NH:27][CH2:28][C:29]3[CH:34]=[CH:33][C:32]([CH3:35])=[CH:31][CH:30]=3)=[O:26])[CH2:20]2)[CH:16]=[CH:15][N:14]=1, predict the reaction product. The product is: [O:1]1[CH2:2][CH2:3][O:4][C:5]2[CH:10]=[C:9]([NH:11][C:13]3[N:18]=[C:17]([N:19]4[CH2:24][CH2:23][CH2:22][C@H:21]([C:25]([NH:27][CH2:28][C:29]5[CH:30]=[CH:31][C:32]([CH3:35])=[CH:33][CH:34]=5)=[O:26])[CH2:20]4)[CH:16]=[CH:15][N:14]=3)[CH:8]=[CH:7][C:6]1=2. (8) Given the reactants Cl[C:2]1[CH:7]=[CH:6][C:5]([N+:8]([O-:10])=[O:9])=[CH:4][N:3]=1.[CH3:11][C:12]1([CH3:22])[C:16]2=[C:17]([OH:21])[CH:18]=[CH:19][CH:20]=[C:15]2[O:14][CH2:13]1.C(=O)([O-])[O-].[K+].[K+], predict the reaction product. The product is: [CH3:11][C:12]1([CH3:22])[C:16]2[C:17]([O:21][C:2]3[CH:7]=[CH:6][C:5]([N+:8]([O-:10])=[O:9])=[CH:4][N:3]=3)=[CH:18][CH:19]=[CH:20][C:15]=2[O:14][CH2:13]1.